This data is from Full USPTO retrosynthesis dataset with 1.9M reactions from patents (1976-2016). The task is: Predict the reactants needed to synthesize the given product. Given the product [Br:3][C:4]1[C:9]([CH3:10])=[CH:8][CH:7]=[CH:6][C:5]=1[N:11]([CH3:19])[C:12](=[O:18])[CH2:13][C:14]([CH3:15])([CH3:17])[CH3:16], predict the reactants needed to synthesize it. The reactants are: [H-].[Na+].[Br:3][C:4]1[C:9]([CH3:10])=[CH:8][CH:7]=[CH:6][C:5]=1[NH:11][C:12](=[O:18])[CH2:13][C:14]([CH3:17])([CH3:16])[CH3:15].[CH3:19]I.O.